Dataset: Catalyst prediction with 721,799 reactions and 888 catalyst types from USPTO. Task: Predict which catalyst facilitates the given reaction. (1) Reactant: CO[C:3]([C@@H:5]1[O:9][C:8](=[O:10])[N:7]([C:11]2[CH:20]=[CH:19][C:14]3[C:15]([CH3:18])=[N:16][O:17][C:13]=3[CH:12]=2)[CH2:6]1)=[O:4].Cl.[O:22]([NH2:24])[CH3:23].N1C=CC=CC=1.O. Product: [CH3:23][O:22][NH:24][C:3]([C@@H:5]1[O:9][C:8](=[O:10])[N:7]([C:11]2[CH:20]=[CH:19][C:14]3[C:15]([CH3:18])=[N:16][O:17][C:13]=3[CH:12]=2)[CH2:6]1)=[O:4]. The catalyst class is: 2. (2) Product: [N:15]1([S:2]([C:5]2[CH:6]=[C:7]3[C:11](=[CH:12][CH:13]=2)[NH:10][C:9](=[O:14])[CH2:8]3)(=[O:4])=[O:3])[CH2:19][CH2:18][CH2:17][CH2:16]1. Reactant: Cl[S:2]([C:5]1[CH:6]=[C:7]2[C:11](=[CH:12][CH:13]=1)[NH:10][C:9](=[O:14])[CH2:8]2)(=[O:4])=[O:3].[NH:15]1[CH2:19][CH2:18][CH2:17][CH2:16]1.N1C=CC=CC=1.Cl. The catalyst class is: 96. (3) Reactant: [C:1]([O:5][C:6]([N:8]1[CH2:13][CH2:12][C:11](=[CH:14][C:15](Cl)=[O:16])[CH2:10][CH2:9]1)=[O:7])([CH3:4])([CH3:3])[CH3:2].O[N:19]=[C:20]([NH2:27])[C:21]1[CH:26]=[CH:25][CH:24]=[CH:23][CH:22]=1.O. Product: [C:1]([O:5][C:6]([N:8]1[CH2:13][CH2:12][C:11](=[CH:14][C:15]2[O:16][N:27]=[C:20]([C:21]3[CH:26]=[CH:25][CH:24]=[CH:23][CH:22]=3)[N:19]=2)[CH2:10][CH2:9]1)=[O:7])([CH3:4])([CH3:3])[CH3:2]. The catalyst class is: 12. (4) Reactant: [F:1][C:2]1[CH:22]=[CH:21][CH:20]=[C:19]([F:23])[C:3]=1[CH2:4][O:5][C:6]1[C:7]2[N:8]([C:12]([C:16](O)=[O:17])=[C:13]([CH3:15])[N:14]=2)[CH:9]=[CH:10][CH:11]=1.C(Cl)(=O)C([Cl:27])=O. Product: [ClH:27].[F:1][C:2]1[CH:22]=[CH:21][CH:20]=[C:19]([F:23])[C:3]=1[CH2:4][O:5][C:6]1[C:7]2[N:8]([C:12]([C:16]([Cl:27])=[O:17])=[C:13]([CH3:15])[N:14]=2)[CH:9]=[CH:10][CH:11]=1. The catalyst class is: 198. (5) Reactant: [NH:1]1[CH2:6][CH2:5][CH2:4][CH2:3][CH2:2]1.[CH3:7][O:8][C:9]([C:11]1[CH:12]=[C:13]([CH3:34])[C:14]2[O:20][C:19]3[C:21]([Cl:30])=[CH:22][C:23]([NH:25][C:26](=[O:29])[CH2:27]Cl)=[CH:24][C:18]=3[CH2:17][S:16](=[O:32])(=[O:31])[C:15]=2[CH:33]=1)=[O:10]. Product: [CH3:7][O:8][C:9]([C:11]1[CH:12]=[C:13]([CH3:34])[C:14]2[O:20][C:19]3[C:21]([Cl:30])=[CH:22][C:23]([NH:25][C:26](=[O:29])[CH2:27][N:1]4[CH2:6][CH2:5][CH2:4][CH2:3][CH2:2]4)=[CH:24][C:18]=3[CH2:17][S:16](=[O:32])(=[O:31])[C:15]=2[CH:33]=1)=[O:10]. The catalyst class is: 3. (6) Reactant: [CH:1]([C:3]1[O:7][C:6](B(O)O)=[CH:5][CH:4]=1)=[O:2].[Br:11][C:12]1[CH:13]=[C:14](I)[CH:15]=[CH:16][CH:17]=1.C(=O)([O-])[O-].[Na+].[Na+].O. Product: [Br:11][C:12]1[CH:17]=[C:16]([C:6]2[O:7][C:3]([CH:1]=[O:2])=[CH:4][CH:5]=2)[CH:15]=[CH:14][CH:13]=1. The catalyst class is: 104. (7) Reactant: C[C:2]1([CH3:13])[CH2:11][CH:10](N)[C:9]2[C:4](=[CH:5][CH:6]=[CH:7][CH:8]=2)[O:3]1.[CH:14]([O:17][C:18]1[C:23]([NH:24][S:25]([CH3:28])(=[O:27])=[O:26])=[CH:22][CH:21]=[CH:20][C:19]=1[CH2:29][CH2:30]C(O)=O)([CH3:16])[CH3:15].CCN=C=NCCCN(C)C.[ClH:45].C1C=CC2N([OH:55])N=NC=2C=1.C([N:58]([CH2:61][CH3:62])[CH2:59]C)C. Product: [Cl:45][C:7]1[CH:8]=[C:9]2[C:4](=[CH:5][CH:6]=1)[O:3][C:2]1([CH2:11][CH2:10][CH2:13]1)[CH2:62][CH:61]2[NH:58][C:59](=[O:55])[CH:29]([C:19]1[CH:20]=[CH:21][CH:22]=[C:23]([NH:24][S:25]([CH3:28])(=[O:26])=[O:27])[C:18]=1[O:17][CH:14]([CH3:15])[CH3:16])[CH3:30]. The catalyst class is: 4. (8) Reactant: [C:1]([O:5][C:6]([N:8]([C:13]1[CH:21]=[CH:20][CH:19]=[C:18]2[C:14]=1[CH:15]=[CH:16][N:17]2[CH2:22][C:23]([OH:25])=[O:24])[S:9]([CH3:12])(=[O:11])=[O:10])=[O:7])([CH3:4])([CH3:3])[CH3:2].[Cl:26][C:27]1[CH:28]=[N+:29]([O-:52])[CH:30]=[C:31]([Cl:51])[C:32]=1[CH2:33][C@@H:34]([C:36]1[CH:41]=[CH:40][C:39]([O:42][CH:43]([F:45])[F:44])=[C:38]([O:46][CH2:47][CH:48]2[CH2:50][CH2:49]2)[CH:37]=1)O.C(Cl)CCl. Product: [C:1]([O:5][C:6]([N:8]([C:13]1[CH:21]=[CH:20][CH:19]=[C:18]2[C:14]=1[CH:15]=[CH:16][N:17]2[CH2:22][C:23]([O:25][C@H:34]([C:36]1[CH:41]=[CH:40][C:39]([O:42][CH:43]([F:44])[F:45])=[C:38]([O:46][CH2:47][CH:48]2[CH2:49][CH2:50]2)[CH:37]=1)[CH2:33][C:32]1[C:31]([Cl:51])=[CH:30][N+:29]([O-:52])=[CH:28][C:27]=1[Cl:26])=[O:24])[S:9]([CH3:12])(=[O:11])=[O:10])=[O:7])([CH3:4])([CH3:2])[CH3:3]. The catalyst class is: 64.